Task: Binary Classification. Given a T-cell receptor sequence (or CDR3 region) and an epitope sequence, predict whether binding occurs between them.. Dataset: TCR-epitope binding with 47,182 pairs between 192 epitopes and 23,139 TCRs (1) The epitope is KRWIILGLNK. The TCR CDR3 sequence is CASSPLGPSAYEQYF. Result: 1 (the TCR binds to the epitope). (2) The epitope is IVTDFSVIK. The TCR CDR3 sequence is CASQDSLTGGSYEQYF. Result: 0 (the TCR does not bind to the epitope). (3) The TCR CDR3 sequence is CASSLSAGQGMTDTQYF. Result: 0 (the TCR does not bind to the epitope). The epitope is QIKVRVKMV. (4) The epitope is KRWIILGLNK. The TCR CDR3 sequence is CASSHAREQYF. Result: 0 (the TCR does not bind to the epitope). (5) The epitope is LQPFPQPELPYPQPQ. The TCR CDR3 sequence is CASSFSEISGGFSTDTQYF. Result: 0 (the TCR does not bind to the epitope). (6) The epitope is HTTDPSFLGRY. The TCR CDR3 sequence is CAIWEGGGTDTQYF. Result: 0 (the TCR does not bind to the epitope). (7) The epitope is HTTDPSFLGRY. The TCR CDR3 sequence is CASSLSGADSYEQYF. Result: 1 (the TCR binds to the epitope).